Predict the product of the given reaction. From a dataset of Forward reaction prediction with 1.9M reactions from USPTO patents (1976-2016). (1) Given the reactants [C:1]([C:5]1[CH:10]=[CH:9][C:8]([NH:11][C:12]([NH:14][C@@H:15]([CH2:19][CH3:20])[CH2:16][CH:17]=O)=[O:13])=[CH:7][CH:6]=1)([CH3:4])([CH3:3])[CH3:2].[CH3:21][C:22]1([CH3:43])[O:26][C@@H:25]2[C@@H:27]([CH2:40][NH:41][CH3:42])[O:28][C@@H:29]([N:30]3[CH:38]=[N:37][C:36]4[C:31]3=[N:32][CH:33]=[N:34][C:35]=4[NH2:39])[C@@H:24]2[O:23]1.[BH-](OC(C)=O)(OC(C)=O)OC(C)=O.[Na+].C([O-])(O)=O.[Na+], predict the reaction product. The product is: [NH2:39][C:35]1[N:34]=[CH:33][N:32]=[C:31]2[C:36]=1[N:37]=[CH:38][N:30]2[C@H:29]1[C@@H:24]2[O:23][C:22]([CH3:21])([CH3:43])[O:26][C@@H:25]2[C@@H:27]([CH2:40][N:41]([CH3:42])[CH2:17][CH2:16][C@@H:15]([NH:14][C:12]([NH:11][C:8]2[CH:9]=[CH:10][C:5]([C:1]([CH3:4])([CH3:3])[CH3:2])=[CH:6][CH:7]=2)=[O:13])[CH2:19][CH3:20])[O:28]1. (2) Given the reactants [NH2:1][C:2]1[O:6][C:5]([C:7]2[CH:8]=[C:9]([C:14]3[C:22]4[C:21]([NH:23][C@H:24]([C:26]5[N:31]([C:32]6[CH:37]=[CH:36][CH:35]=[CH:34][CH:33]=6)[C:30](=[O:38])[C:29]6=[C:39]([CH3:42])[CH:40]=[CH:41][N:28]6[N:27]=5)[CH3:25])=[N:20][CH:19]=[N:18][C:17]=4[N:16](COCC[Si](C)(C)C)[CH:15]=3)[CH:10]=[C:11]([OH:13])[CH:12]=2)=[N:4][N:3]=1.FC(F)(F)C(O)=O.N, predict the reaction product. The product is: [NH2:1][C:2]1[O:6][C:5]([C:7]2[CH:8]=[C:9]([C:14]3[C:22]4[C:21]([NH:23][C@H:24]([C:26]5[N:31]([C:32]6[CH:37]=[CH:36][CH:35]=[CH:34][CH:33]=6)[C:30](=[O:38])[C:29]6=[C:39]([CH3:42])[CH:40]=[CH:41][N:28]6[N:27]=5)[CH3:25])=[N:20][CH:19]=[N:18][C:17]=4[NH:16][CH:15]=3)[CH:10]=[C:11]([OH:13])[CH:12]=2)=[N:4][N:3]=1. (3) Given the reactants [CH3:1][N:2]1[C:6]2=[N:7][CH:8]=[CH:9][C:10]([N:11]3[CH2:16][CH2:15][CH2:14][C@@H:13]([NH:17][C:18](=[O:20])[OH:19])[CH2:12]3)=[C:5]2[NH:4][C:3]1=[O:21].Br[CH2:23][C:24]1[CH:31]=[CH:30][C:27]([C:28]#[N:29])=[CH:26][CH:25]=1, predict the reaction product. The product is: [C:24]([O:20][C:18](=[O:19])[NH:17][C@@H:13]1[CH2:14][CH2:15][CH2:16][N:11]([C:10]2[CH:9]=[CH:8][N:7]=[C:6]3[N:2]([CH3:1])[C:3](=[O:21])[N:4]([CH2:23][C:24]4[CH:31]=[CH:30][C:27]([C:28]#[N:29])=[CH:26][CH:25]=4)[C:5]=23)[CH2:12]1)([CH3:31])([CH3:25])[CH3:23]. (4) Given the reactants [F:1][C:2]1[CH:3]=[C:4]([NH:8][C:9](=[O:12])[NH:10][NH2:11])[CH:5]=[CH:6][CH:7]=1.[O:13]=[C:14]1[C:22](=O)[C:21]2[C:16](=[CH:17][CH:18]=[C:19]([S:24][CH2:25][CH2:26][CH2:27][C:28]3[CH:36]=[CH:35][C:31]([C:32]([OH:34])=[O:33])=[CH:30][CH:29]=3)[CH:20]=2)[N:15]1[CH2:37][CH2:38][CH2:39][CH2:40][CH2:41][CH3:42], predict the reaction product. The product is: [F:1][C:2]1[CH:3]=[C:4]([CH:5]=[CH:6][CH:7]=1)[NH:8][C:9]([NH:10][N:11]=[C:22]1[C:21]2[C:16](=[CH:17][CH:18]=[C:19]([S:24][CH2:25][CH2:26][CH2:27][C:28]3[CH:29]=[CH:30][C:31]([C:32]([OH:34])=[O:33])=[CH:35][CH:36]=3)[CH:20]=2)[N:15]([CH2:37][CH2:38][CH2:39][CH2:40][CH2:41][CH3:42])[C:14]1=[O:13])=[O:12]. (5) Given the reactants Cl.Br[C:3]1[CH:4]=[C:5]2[O:12][C:11]([N:13]3[CH:19]4[CH2:20][CH2:21][N:16]([CH2:17][CH2:18]4)[CH2:15][CH2:14]3)=[N:10][C:6]2=[N:7][C:8]=1[CH3:9].[CH2:22](Cl)Cl.[Zn](C)C, predict the reaction product. The product is: [CH3:9][C:8]1[N:7]=[C:6]2[N:10]=[C:11]([N:13]3[CH:19]4[CH2:20][CH2:21][N:16]([CH2:17][CH2:18]4)[CH2:15][CH2:14]3)[O:12][C:5]2=[CH:4][C:3]=1[CH3:22]. (6) The product is: [NH2:20][CH2:19][CH2:18][NH:17][C:15]([C:13]1[S:14][C:7]2[C:8](=[N:9][CH:10]=[CH:11][C:6]=2[O:5][C:4]2[CH:28]=[CH:29][C:30]([NH:31][C:32]([NH:34][C:35]3[CH:40]=[C:39]([CH3:41])[CH:38]=[CH:37][C:36]=3[F:42])=[O:33])=[C:2]([F:1])[CH:3]=2)[CH:12]=1)=[O:16]. Given the reactants [F:1][C:2]1[CH:3]=[C:4]([CH:28]=[CH:29][C:30]=1[NH:31][C:32]([NH:34][C:35]1[CH:40]=[C:39]([CH3:41])[CH:38]=[CH:37][C:36]=1[F:42])=[O:33])[O:5][C:6]1[CH:11]=[CH:10][N:9]=[C:8]2[CH:12]=[C:13]([C:15]([NH:17][CH2:18][CH2:19][NH:20]C(=O)OC(C)(C)C)=[O:16])[S:14][C:7]=12.FC(F)(F)C(O)=O, predict the reaction product.